Dataset: Reaction yield outcomes from USPTO patents with 853,638 reactions. Task: Predict the reaction yield, written as a fraction of the theoretical maximum amount of product (1.0 means a 100% yield; for example, 0.34 means a 34% yield). (1) The reactants are C(OC(=O)[NH:10][CH2:11][C:12]1[CH:13]=[C:14]([C:18]2[CH:23]=[CH:22][C:21]([C:24](=[O:31])[NH:25][O:26][C:27]([CH3:30])([CH3:29])[CH3:28])=[CH:20][CH:19]=2)[CH:15]=[CH:16][CH:17]=1)C1C=CC=CC=1. The catalyst is CO.[Pd]. The product is [C:27]([O:26][NH:25][C:24]([C:21]1[CH:22]=[CH:23][C:18]([C:14]2[CH:15]=[CH:16][CH:17]=[C:12]([CH2:11][NH2:10])[CH:13]=2)=[CH:19][CH:20]=1)=[O:31])([CH3:30])([CH3:28])[CH3:29]. The yield is 1.00. (2) The reactants are Br[C:2]1[C:7]2=[N:8][C:9]([C:12]([NH2:14])=[O:13])=[CH:10][N:11]=[C:6]2[CH:5]=[N:4][CH:3]=1.[F:15][C:16]([F:28])([F:27])[O:17][C:18]1[CH:23]=[CH:22][C:21](B(O)O)=[CH:20][CH:19]=1.C(=O)([O-])[O-].[Cs+].[Cs+].O1CCOCC1. The catalyst is C1(P([C-]2C=CC=C2)C2C=CC=CC=2)C=CC=CC=1.[C-]1(P(C2C=CC=CC=2)C2C=CC=CC=2)C=CC=C1.[Fe+2].[Pd](Cl)Cl.O. The product is [F:15][C:16]([F:27])([F:28])[O:17][C:18]1[CH:23]=[CH:22][C:21]([C:2]2[C:7]3=[N:8][C:9]([C:12]([NH2:14])=[O:13])=[CH:10][N:11]=[C:6]3[CH:5]=[N:4][CH:3]=2)=[CH:20][CH:19]=1. The yield is 0.320. (3) The catalyst is C1COCC1. The yield is 0.0800. The product is [O:27]=[C:22]1[C:23]2[C:18](=[C:17]([C:13]3[CH:14]=[CH:15][CH:16]=[C:11]([C:10]([F:28])([F:29])[F:9])[CH:12]=3)[CH:26]=[CH:25][CH:24]=2)[CH2:19][CH2:20][CH:21]1[CH2:31][C:32]1[CH:41]=[CH:40][C:35]([C:36]([O:38][CH3:39])=[O:37])=[CH:34][CH:33]=1. The reactants are C([N-]C(C)C)(C)C.[Li+].[F:9][C:10]([F:29])([F:28])[C:11]1[CH:12]=[C:13]([C:17]2[CH:26]=[CH:25][CH:24]=[C:23]3[C:18]=2[CH2:19][CH2:20][CH2:21][C:22]3=[O:27])[CH:14]=[CH:15][CH:16]=1.Br[CH2:31][C:32]1[CH:41]=[CH:40][C:35]([C:36]([O:38][CH3:39])=[O:37])=[CH:34][CH:33]=1. (4) The reactants are CN1[CH:6]=[C:5]([NH2:7])[S:4]C1.Cl[C:9]([O:11][C:12]1[CH:17]=[CH:16][CH:15]=[CH:14][CH:13]=1)=[O:10].[N:18]1C=CC=[CH:20][CH:19]=1. No catalyst specified. The product is [C:12]1([O:11][C:9](=[O:10])[NH:7][C:5]2[S:4][N:18]=[C:19]([CH3:20])[CH:6]=2)[CH:17]=[CH:16][CH:15]=[CH:14][CH:13]=1. The yield is 0.710. (5) The reactants are [NH2:1][C:2]1[C:7]([C:8](O)=O)=[CH:6][N:5]=[C:4]([S:11][CH3:12])[N:3]=1.[CH3:13][O:14][C:15]1[CH:22]=[CH:21][C:18]([CH2:19][NH2:20])=[CH:17][CH:16]=1.ON1C2C=CC=CC=2N=N1.CN(C)[CH:35]=[O:36]. No catalyst specified. The product is [CH3:13][O:14][C:15]1[CH:22]=[CH:21][C:18]([CH2:19][NH:20][C:35]([CH2:8][C:7]2[C:2]([NH2:1])=[N:3][C:4]([S:11][CH3:12])=[N:5][CH:6]=2)=[O:36])=[CH:17][CH:16]=1. The yield is 0.810.